Dataset: Retrosynthesis with 50K atom-mapped reactions and 10 reaction types from USPTO. Task: Predict the reactants needed to synthesize the given product. (1) Given the product CCOC(=O)Cc1cc(Cl)cc(-c2ccc(C(F)(F)F)cc2C=O)c1, predict the reactants needed to synthesize it. The reactants are: CCOC(=O)Cc1cc(Cl)cc(B2OC(C)(C)C(C)(C)O2)c1.O=Cc1cc(C(F)(F)F)ccc1Br. (2) Given the product Cc1ccc(N(C(=O)CCl)c2c(F)cc(F)c(F)c2F)cc1, predict the reactants needed to synthesize it. The reactants are: Cc1ccc(Nc2c(F)cc(F)c(F)c2F)cc1.O=C(Cl)CCl. (3) Given the product CC(C)(C)c1nc(-c2ccnc(N)n2)c(-c2cccc(N)c2)s1, predict the reactants needed to synthesize it. The reactants are: CC(C)(C)c1nc(-c2ccnc(N)n2)c(Br)s1.CC1(C)OB(c2cccc(N)c2)OC1(C)C. (4) Given the product NCc1ccc(N)cc1, predict the reactants needed to synthesize it. The reactants are: NCc1ccc([N+](=O)[O-])cc1. (5) Given the product [N-]=[N+]=NCC(=O)c1csc(NC(=N)N)n1, predict the reactants needed to synthesize it. The reactants are: N=C(N)Nc1nc(C(=O)CBr)cs1.[N-]=[N+]=[N-]. (6) Given the product CS(=O)CCC(CC(=O)O)NC(=O)CCCCc1ccc(C=NN)cc1, predict the reactants needed to synthesize it. The reactants are: CSCCC(CC(=O)O)NC(=O)CCCCc1ccc(C=NN)cc1.OO. (7) Given the product CCn1nccc1Nc1ccc([N+](=O)[O-])cc1C(=O)O, predict the reactants needed to synthesize it. The reactants are: CCn1nccc1N.O=C(O)c1cc([N+](=O)[O-])ccc1Cl.